This data is from CYP2D6 inhibition data for predicting drug metabolism from PubChem BioAssay. The task is: Regression/Classification. Given a drug SMILES string, predict its absorption, distribution, metabolism, or excretion properties. Task type varies by dataset: regression for continuous measurements (e.g., permeability, clearance, half-life) or binary classification for categorical outcomes (e.g., BBB penetration, CYP inhibition). Dataset: cyp2d6_veith. (1) The drug is O=S(=O)(c1ccccc1)N1CCC2(CCCN(Cc3nccs3)C2)CC1. The result is 0 (non-inhibitor). (2) The drug is c1ccc(-c2n[nH]c(-c3ccccc3)c2-c2nc3ccccc3[nH]2)cc1. The result is 0 (non-inhibitor). (3) The compound is CCOc1ccc(N(C(=O)/C=C/C(=O)Nc2cc(C)on2)C(C(=O)NC2CCCC2)c2ccccc2C)cc1. The result is 1 (inhibitor). (4) The drug is COc1ccc(-c2nc3cnc(N4CCOCC4)nc3n(C3CC3)c2=O)cc1. The result is 0 (non-inhibitor). (5) The drug is Cc1cc(Cl)nc2ccc(Cc3ccc4nc(Cl)cc(C)c4c3)cc12. The result is 0 (non-inhibitor). (6) The molecule is CC1CCN(c2ccc(NC(=S)NC(=O)c3ccco3)cc2)CC1. The result is 0 (non-inhibitor). (7) The molecule is CCCCNC(=O)CCC(=O)Nc1ccc2nc(N3CCOCC3)cc(C)c2c1. The result is 0 (non-inhibitor).